From a dataset of Full USPTO retrosynthesis dataset with 1.9M reactions from patents (1976-2016). Predict the reactants needed to synthesize the given product. (1) Given the product [CH3:1][O:2][C:3]1[CH:8]=[CH:7][C:6]([C:9](=[C:24]2[CH2:25][C:26]([CH3:29])([CH3:28])[CH2:27][C:22]([CH3:31])([CH3:21])[CH2:23]2)[C:11]2[CH:16]=[CH:15][C:14]([NH:17][C:18](=[O:20])[CH3:19])=[CH:13][CH:12]=2)=[CH:5][CH:4]=1, predict the reactants needed to synthesize it. The reactants are: [CH3:1][O:2][C:3]1[CH:8]=[CH:7][C:6]([C:9]([C:11]2[CH:16]=[CH:15][C:14]([NH:17][C:18](=[O:20])[CH3:19])=[CH:13][CH:12]=2)=O)=[CH:5][CH:4]=1.[CH3:21][C:22]1([CH3:31])[CH2:27][C:26]([CH3:29])([CH3:28])[CH2:25][C:24](=O)[CH2:23]1.C([O-])([O-])=O.[K+].[K+]. (2) Given the product [Br:32][C:33]1[C:34]([F:59])=[CH:35][C:36]2[O:42][CH2:41][CH2:40][N:39]3[C:43]([CH:50]([OH:57])[C:51]4[S:55][CH:54]=[N:53][C:52]=4[CH3:56])=[C:44]([C:46]([OH:48])=[O:47])[N:45]=[C:38]3[C:37]=2[CH:58]=1, predict the reactants needed to synthesize it. The reactants are: BrC1C(F)=CC2OCCN3C(C(O)C4C=CC=C(C(F)(F)F)C=4)=C(C(O)=O)N=C3C=2C=1.[Br:32][C:33]1[C:34]([F:59])=[CH:35][C:36]2[O:42][CH2:41][CH2:40][N:39]3[C:43]([CH:50]([OH:57])[C:51]4[S:55][CH:54]=[N:53][C:52]=4[CH3:56])=[C:44]([C:46]([O:48]C)=[O:47])[N:45]=[C:38]3[C:37]=2[CH:58]=1.[OH-].[Li+].